Dataset: Reaction yield outcomes from USPTO patents with 853,638 reactions. Task: Predict the reaction yield, written as a fraction of the theoretical maximum amount of product (1.0 means a 100% yield; for example, 0.34 means a 34% yield). (1) The reactants are [C:1]([NH:4][C:5]1[S:6][CH:7]=[C:8]([CH:10]=[N:11][C:12]2[CH:31]=[CH:30][C:15]([C:16]([NH:18][C:19]([NH:21][NH:22][C:23]([O:25][C:26]([CH3:29])([CH3:28])[CH3:27])=[O:24])=[O:20])=[O:17])=[CH:14][CH:13]=2)[N:9]=1)(=[O:3])[CH3:2].[BH4-].[Na+].C(O)(=O)C. The catalyst is O1CCCC1.CO. The product is [C:1]([NH:4][C:5]1[S:6][CH:7]=[C:8]([CH2:10][NH:11][C:12]2[CH:13]=[CH:14][C:15]([C:16]([NH:18][C:19]([NH:21][NH:22][C:23]([O:25][C:26]([CH3:28])([CH3:27])[CH3:29])=[O:24])=[O:20])=[O:17])=[CH:30][CH:31]=2)[N:9]=1)(=[O:3])[CH3:2]. The yield is 0.835. (2) The yield is 0.990. The product is [CH3:1][O:2][C:3]1[CH:4]=[CH:5][C:6]([N+:11]([O-:13])=[O:12])=[C:7]([CH:8]2[O:16][CH2:17][CH2:18][O:9]2)[CH:10]=1. The catalyst is FC(F)(F)S(O[Si](C)(C)C)(=O)=O.C([O-])([O-])=O.[K+].[K+]. The reactants are [CH3:1][O:2][C:3]1[CH:4]=[CH:5][C:6]([N+:11]([O-:13])=[O:12])=[C:7]([CH:10]=1)[CH:8]=[O:9].C[Si](C)(C)[O:16][CH2:17][CH2:18]O[Si](C)(C)C.C(Cl)Cl. (3) The reactants are [F:1][C:2]1[CH:44]=[CH:43][C:5]([CH2:6][CH:7]2[O:11][N:10]=[C:9]([CH2:12][N:13]3[CH:17]=[C:16]([C:18]4[N:26](COCC[Si](C)(C)C)[C:25]5[C:24](=[O:35])[N:23]([CH2:36][CH2:37][CH3:38])[C:22](=[O:39])[N:21]([CH2:40][CH2:41][CH3:42])[C:20]=5[N:19]=4)[CH:15]=[N:14]3)[CH2:8]2)=[CH:4][CH:3]=1. The catalyst is C(O)C.C(OCC)(=O)C. The product is [F:1][C:2]1[CH:44]=[CH:43][C:5]([CH2:6][CH:7]2[O:11][N:10]=[C:9]([CH2:12][N:13]3[CH:17]=[C:16]([C:18]4[NH:26][C:25]5[C:24](=[O:35])[N:23]([CH2:36][CH2:37][CH3:38])[C:22](=[O:39])[N:21]([CH2:40][CH2:41][CH3:42])[C:20]=5[N:19]=4)[CH:15]=[N:14]3)[CH2:8]2)=[CH:4][CH:3]=1. The yield is 0.980. (4) The reactants are [F:1][C:2]1[CH:18]=[CH:17][C:5]2[C:6]([C:9]3[CH:14]=[CH:13][CH:12]=[C:11]([O:15]C)[CH:10]=3)=[N:7][O:8][C:4]=2[CH:3]=1.B(Br)(Br)Br. The catalyst is ClCCl. The product is [F:1][C:2]1[CH:18]=[CH:17][C:5]2[C:6]([C:9]3[CH:10]=[C:11]([OH:15])[CH:12]=[CH:13][CH:14]=3)=[N:7][O:8][C:4]=2[CH:3]=1. The yield is 0.950. (5) The reactants are [CH3:1][O:2][C:3]1[CH:8]=[CH:7][CH:6]=[C:5]([CH3:9])[C:4]=1[C:10](O)([CH3:12])[CH3:11]. The catalyst is C(OCC)(=O)C.C(O)(=O)C. The product is [CH:10]([C:4]1[C:5]([CH3:9])=[CH:6][CH:7]=[CH:8][C:3]=1[O:2][CH3:1])([CH3:12])[CH3:11]. The yield is 1.00. (6) The reactants are [CH3:1][O:2][C:3]1[CH:8]=[C:7](OC)[N:6]=[C:5]([CH2:11][NH:12][C:13](=[O:24])[C:14]2[C:19]([C:20]([F:23])([F:22])[F:21])=[CH:18][CH:17]=[N:16][CH:15]=2)[N:4]=1.P(Cl)(Cl)([Cl:27])=O. No catalyst specified. The product is [Cl:27][C:7]1[CH:8]=[C:3]([O:2][CH3:1])[N:4]=[C:5]([CH2:11][NH:12][C:13](=[O:24])[C:14]2[C:19]([C:20]([F:23])([F:22])[F:21])=[CH:18][CH:17]=[N:16][CH:15]=2)[N:6]=1. The yield is 0.0890.